Dataset: Reaction yield outcomes from USPTO patents with 853,638 reactions. Task: Predict the reaction yield, written as a fraction of the theoretical maximum amount of product (1.0 means a 100% yield; for example, 0.34 means a 34% yield). (1) The reactants are C(OC1C=CC2SC([NH:12][C:13]([C:15]3[O:16][C:17]4[C:22]([C:23](=[O:25])[CH:24]=3)=[CH:21][CH:20]=[CH:19][C:18]=4[N:26]3[CH2:31][CH2:30][N:29]([CH3:32])[CH2:28][CH2:27]3)=[O:14])=NC=2C=1)C.N[C:35]1[CH:40]=[CH:39][C:38]([N:41]2[CH2:46][CH2:45][N:44]([C:47](=[O:50])[CH2:48][CH3:49])[CH2:43][CH2:42]2)=[CH:37][CH:36]=1.[O:51]1CCN(C2C=CC(N)=CC=2)[CH2:53][CH2:52]1. No catalyst specified. The product is [C:47]([N:44]1[CH2:45][CH2:46][N:41]([C:38]2[CH:39]=[CH:40][C:35]([NH:12][C:13]([C:15]3[O:16][C:17]4[C:22]([C:23](=[O:25])[CH:24]=3)=[CH:21][C:20]([O:51][CH2:52][CH3:53])=[CH:19][C:18]=4[N:26]3[CH2:27][CH2:28][N:29]([CH3:32])[CH2:30][CH2:31]3)=[O:14])=[CH:36][CH:37]=2)[CH2:42][CH2:43]1)(=[O:50])[CH2:48][CH3:49]. The yield is 0.120. (2) The reactants are [CH:1]1([C:7]2[C:8]3[CH:35]=[CH:34][C:33]([C:36]([O:38]C)=[O:37])=[CH:32][C:9]=3[N:10]3[C:16]=2[C:15]2[CH:17]=[CH:18][C:19]([O:21][CH:22]4[CH2:27][CH2:26][CH2:25][N:24]([S:28]([CH3:31])(=[O:30])=[O:29])[CH2:23]4)=[CH:20][C:14]=2[O:13][CH2:12][CH2:11]3)[CH2:6][CH2:5][CH2:4][CH2:3][CH2:2]1.[OH-].[Na+].Cl. The catalyst is O1CCCC1.CO. The product is [CH:1]1([C:7]2[C:8]3[CH:35]=[CH:34][C:33]([C:36]([OH:38])=[O:37])=[CH:32][C:9]=3[N:10]3[C:16]=2[C:15]2[CH:17]=[CH:18][C:19]([O:21][CH:22]4[CH2:27][CH2:26][CH2:25][N:24]([S:28]([CH3:31])(=[O:30])=[O:29])[CH2:23]4)=[CH:20][C:14]=2[O:13][CH2:12][CH2:11]3)[CH2:6][CH2:5][CH2:4][CH2:3][CH2:2]1. The yield is 0.560. (3) The reactants are [CH3:1][C:2]1[CH:10]=[CH:9][C:8]([N+:11]([O-:13])=[O:12])=[CH:7][C:3]=1[C:4](O)=[O:5].B.C(=O)([O-])[O-].[K+].[K+]. The catalyst is C1COCC1.O. The product is [CH3:1][C:2]1[CH:10]=[CH:9][C:8]([N+:11]([O-:13])=[O:12])=[CH:7][C:3]=1[CH2:4][OH:5]. The yield is 0.950. (4) The reactants are Br.[NH2:2][C:3]1[C:4]([OH:18])=[C:5]([C:9]2[CH:14]=[CH:13][CH:12]=[C:11]([C:15]([OH:17])=[O:16])[CH:10]=2)[CH:6]=[CH:7][CH:8]=1.[N:19]([O-])=O.[Na+].[CH3:23][C:24]1([CH3:40])[CH2:32][C:31]2[C:26](=[CH:27][CH:28]=[C:29]([N:33]3[C:37](=[O:38])[CH2:36][C:35]([CH3:39])=[N:34]3)[CH:30]=2)[CH2:25]1.C(=O)(O)[O-].[Na+]. The catalyst is Cl. The product is [CH3:23][C:24]1([CH3:40])[CH2:32][C:31]2[C:26](=[CH:27][CH:28]=[C:29]([N:33]3[C:37](=[O:38])[C:36](=[N:19][NH:2][C:3]4[C:4]([OH:18])=[C:5]([C:9]5[CH:14]=[CH:13][CH:12]=[C:11]([C:15]([OH:17])=[O:16])[CH:10]=5)[CH:6]=[CH:7][CH:8]=4)[C:35]([CH3:39])=[N:34]3)[CH:30]=2)[CH2:25]1. The yield is 0.0760. (5) The reactants are [CH3:1][O:2][C:3]1[CH:4]=[C:5]([C:11](=O)[CH2:12][C:13]2[CH:18]=[CH:17][CH:16]=[CH:15][CH:14]=2)[CH:6]=[CH:7][C:8]=1[O:9][CH3:10].[CH2:20]([O:22][C:23]1[CH:24]=[C:25]([CH:28]=[C:29]([N+:32]([O-:34])=[O:33])[C:30]=1[OH:31])[CH:26]=O)[CH3:21].[NH2:35][C:36]([NH2:38])=[O:37].Cl. The catalyst is CCO. The product is [CH3:1][O:2][C:3]1[CH:4]=[C:5]([C:11]2[NH:38][C:36](=[O:37])[NH:35][CH:26]([C:25]3[CH:28]=[C:29]([N+:32]([O-:34])=[O:33])[C:30]([OH:31])=[C:23]([O:22][CH2:20][CH3:21])[CH:24]=3)[C:12]=2[C:13]2[CH:18]=[CH:17][CH:16]=[CH:15][CH:14]=2)[CH:6]=[CH:7][C:8]=1[O:9][CH3:10]. The yield is 0.350.